Dataset: Acute oral toxicity (LD50) regression data from Zhu et al.. Task: Regression/Classification. Given a drug SMILES string, predict its toxicity properties. Task type varies by dataset: regression for continuous values (e.g., LD50, hERG inhibition percentage) or binary classification for toxic/non-toxic outcomes (e.g., AMES mutagenicity, cardiotoxicity, hepatotoxicity). Dataset: ld50_zhu. (1) The molecule is CCCCCCCCCCCCCCCCSCC(COC)COP(=O)([O-])OCC[N+](C)(C)C. The rat oral LD50 is 3.32, given as -log10 of the dose in mol/kg body weight (higher means more acutely toxic). (2) The drug is OCC1OC(n2cnc3c(=S)[nH]cnc32)C(O)C1O. The rat oral LD50 is 2.50, given as -log10 of the dose in mol/kg body weight (higher means more acutely toxic). (3) The drug is CCCOCCN(C(=O)CCl)c1c(CC)cccc1CC. The rat oral LD50 is 2.15, given as -log10 of the dose in mol/kg body weight (higher means more acutely toxic). (4) The drug is NNC(=O)CSc1cc(Oc2ccc(Cl)cc2)ncn1. The rat oral LD50 is 2.59, given as -log10 of the dose in mol/kg body weight (higher means more acutely toxic). (5) The compound is CCOP(=O)(OC=CCl)OCC. The rat oral LD50 is 4.49, given as -log10 of the dose in mol/kg body weight (higher means more acutely toxic). (6) The compound is CC(C)OP(C)(=O)OC(C)C. The rat oral LD50 is 2.34, given as -log10 of the dose in mol/kg body weight (higher means more acutely toxic). (7) The compound is COc1c2occc2c(OC)c2c(=O)cc(C)oc12. The rat oral LD50 is 3.58, given as -log10 of the dose in mol/kg body weight (higher means more acutely toxic).